This data is from Full USPTO retrosynthesis dataset with 1.9M reactions from patents (1976-2016). The task is: Predict the reactants needed to synthesize the given product. (1) Given the product [Cl:22][C:17]1[CH:16]=[C:15]([CH:10]2[CH2:9][C:8]([CH3:23])([CH3:24])[C:7]3[C:12](=[CH:13][CH:14]=[C:5]([C:3]([OH:4])=[O:2])[CH:6]=3)[NH:11]2)[CH:20]=[CH:19][C:18]=1[F:21], predict the reactants needed to synthesize it. The reactants are: C[O:2][C:3]([C:5]1[CH:6]=[C:7]2[C:12](=[CH:13][CH:14]=1)[NH:11][CH:10]([C:15]1[CH:20]=[CH:19][C:18]([F:21])=[C:17]([Cl:22])[CH:16]=1)[CH2:9][C:8]2([CH3:24])[CH3:23])=[O:4].[OH-].[Na+].Cl. (2) Given the product [CH3:45][O:44][C:39]1[N:38]2[N:37]=[C:13]([C:7]3[CH:12]=[CH:11][CH:10]=[CH:9][CH:8]=3)[C:14]([C:15]([O:17][CH3:18])=[O:16])=[C:43]2[CH:42]=[CH:41][CH:40]=1, predict the reactants needed to synthesize it. The reactants are: C(=O)([O-])[O-].[K+].[K+].[C:7]1([C:13]#[C:14][C:15]([O:17][CH3:18])=[O:16])[CH:12]=[CH:11][CH:10]=[CH:9][CH:8]=1.CN(C)C=O.CC1C=C(C)C=C(C)C=1S([O-])(=O)=O.[NH2:37][N+:38]1[CH:43]=[CH:42][CH:41]=[CH:40][C:39]=1[O:44][CH3:45]. (3) Given the product [Cl:1][C:2]1[CH:3]=[C:4]([C@H:9]([N:14]2[C:22]3[C:17](=[CH:18][CH:19]=[CH:20][C:21]=3[F:23])[C:16]([CH3:25])([CH3:24])[C:15]2=[O:26])[C@H:10]([OH:13])[CH2:11][NH:38][CH3:39])[CH:5]=[C:6]([F:8])[CH:7]=1, predict the reactants needed to synthesize it. The reactants are: [Cl:1][C:2]1[CH:3]=[C:4]([C@H:9]([N:14]2[C:22]3[C:17](=[CH:18][CH:19]=[CH:20][C:21]=3[F:23])[C:16]([CH3:25])([CH3:24])[C:15]2=[O:26])[C@H:10]([OH:13])[CH2:11]O)[CH:5]=[C:6]([F:8])[CH:7]=1.C1(C)C=CC(S(Cl)(=O)=O)=CC=1.[N:38]1C=CC=C[CH:39]=1. (4) Given the product [CH2:1]([N:3]1[C:7]2=[N:8][C:9]([CH2:48][CH3:49])=[C:10]([CH2:19][NH:20][C:21]([C:23]3[CH:28]=[CH:27][CH:26]=[C:25]([C:29]([NH:31][CH2:32][C:33]4[CH:34]=[C:35]([C:40]5[CH:45]=[CH:44][CH:43]=[C:42]([CH2:50][N:51]6[CH2:56][CH2:55][N:54]([CH3:57])[CH2:53][CH2:52]6)[CH:41]=5)[C:36]([CH3:39])=[CH:37][CH:38]=4)=[O:30])[CH:24]=3)=[O:22])[C:11]([NH:12][CH:13]3[CH2:18][CH2:17][O:16][CH2:15][CH2:14]3)=[C:6]2[CH:5]=[N:4]1)[CH3:2], predict the reactants needed to synthesize it. The reactants are: [CH2:1]([N:3]1[C:7]2=[N:8][C:9]([CH2:48][CH3:49])=[C:10]([CH2:19][NH:20][C:21]([C:23]3[CH:28]=[CH:27][CH:26]=[C:25]([C:29]([NH:31][CH2:32][C:33]4[CH:34]=[C:35]([C:40]5[CH:45]=[CH:44][CH:43]=[C:42](C=O)[CH:41]=5)[C:36]([CH3:39])=[CH:37][CH:38]=4)=[O:30])[CH:24]=3)=[O:22])[C:11]([NH:12][CH:13]3[CH2:18][CH2:17][O:16][CH2:15][CH2:14]3)=[C:6]2[CH:5]=[N:4]1)[CH3:2].[CH3:50][N:51]1[CH2:56][CH2:55][NH:54][CH2:53][CH2:52]1.[C:57](O[BH-](OC(=O)C)OC(=O)C)(=O)C.[Na+].[OH-].[NH4+]. (5) Given the product [Br:1][C:2]1[C:3]([CH3:14])=[C:4]([NH2:11])[C:5]([NH2:8])=[CH:6][CH:7]=1, predict the reactants needed to synthesize it. The reactants are: [Br:1][C:2]1[CH:7]=[CH:6][C:5]([N+:8]([O-])=O)=[C:4]([N+:11]([O-])=O)[C:3]=1[CH3:14].O.O.Cl[Sn]Cl.CCOC(C)=O.C([O-])(O)=O.[Na+]. (6) Given the product [NH2:2][CH2:1][C:3]1[CH:8]=[CH:7][C:6]([CH:9]([CH3:31])[C:10]([NH:12][CH2:13][C:14]2[C:15]([N:24]3[CH2:29][CH2:28][CH:27]([CH3:30])[CH2:26][CH2:25]3)=[N:16][C:17]([C:20]([F:23])([F:21])[F:22])=[CH:18][CH:19]=2)=[O:11])=[CH:5][C:4]=1[F:32], predict the reactants needed to synthesize it. The reactants are: [C:1]([C:3]1[CH:8]=[CH:7][C:6]([CH:9]([CH3:31])[C:10]([NH:12][CH2:13][C:14]2[C:15]([N:24]3[CH2:29][CH2:28][CH:27]([CH3:30])[CH2:26][CH2:25]3)=[N:16][C:17]([C:20]([F:23])([F:22])[F:21])=[CH:18][CH:19]=2)=[O:11])=[CH:5][C:4]=1[F:32])#[N:2].[BH4-].[Na+]. (7) Given the product [NH:69]1[C:70]2[C:75](=[CH:74][CH:73]=[CH:72][CH:71]=2)[C:67]([CH2:26][N:22]([CH2:21][C:18]2[CH:17]=[CH:16][C:15]([CH2:14][CH2:13][CH2:12][NH:11][C:9](=[O:10])[CH2:8][O:7][CH2:6][C:5]3[CH:4]=[CH:3][C:2]([F:1])=[CH:40][CH:39]=3)=[CH:20][CH:19]=2)[CH2:23][CH2:24][OH:25])=[CH:68]1, predict the reactants needed to synthesize it. The reactants are: [F:1][C:2]1[CH:40]=[CH:39][C:5]([CH2:6][O:7][CH2:8][C:9]([NH:11][CH2:12][CH2:13][CH2:14][C:15]2[CH:20]=[CH:19][C:18]([CH2:21][N:22]([C@@H:26](CC3C4C(=CC=CC=4)NC=3)CO)[CH2:23][CH2:24][OH:25])=[CH:17][CH:16]=2)=[O:10])=[CH:4][CH:3]=1.FC1C=CC(COCC(NCCCC2C=CC(CN[C@@H](C[C:67]3[C:75]4[C:70](=[CH:71][CH:72]=[CH:73][CH:74]=4)[NH:69][CH:68]=3)CO)=CC=2)=O)=CC=1.